From a dataset of CYP1A2 inhibition data for predicting drug metabolism from PubChem BioAssay. Regression/Classification. Given a drug SMILES string, predict its absorption, distribution, metabolism, or excretion properties. Task type varies by dataset: regression for continuous measurements (e.g., permeability, clearance, half-life) or binary classification for categorical outcomes (e.g., BBB penetration, CYP inhibition). Dataset: cyp1a2_veith. (1) The compound is CCCSC1=C(C#N)C(c2cccnc2)C(C(=O)OCC)=C(c2ccccc2)N1. The result is 0 (non-inhibitor). (2) The molecule is N#Cc1c(N2CCCC(O)C2)nc(N)c2c(N)nc3c(c12)CC(=O)N3C12CC3CC(CC(C3)C1)C2. The result is 0 (non-inhibitor). (3) The result is 1 (inhibitor). The molecule is N#C/C(=C(/O)CN1CCCCC1)c1nc(-c2ccc(Cl)cc2)cs1.